Predict the reactants needed to synthesize the given product. From a dataset of Full USPTO retrosynthesis dataset with 1.9M reactions from patents (1976-2016). (1) The reactants are: [CH3:1][O:2][C:3]1[CH:8]=[CH:7][CH:6]=[CH:5][C:4]=1[N:9]1[CH2:14][CH2:13][N:12]([CH2:15][CH:16]([OH:30])[CH2:17][CH2:18][N:19]2C(=O)C3C(=CC=CC=3)C2=O)[CH2:11][CH2:10]1.NCCC(O)CN1CCN(C2C=CC=C(Cl)C=2Cl)CC1. Given the product [NH2:19][CH2:18][CH2:17][CH:16]([OH:30])[CH2:15][N:12]1[CH2:13][CH2:14][N:9]([C:4]2[CH:5]=[CH:6][CH:7]=[CH:8][C:3]=2[O:2][CH3:1])[CH2:10][CH2:11]1, predict the reactants needed to synthesize it. (2) Given the product [CH:21]([N:19]1[CH2:20][CH:17]([NH:6][C:5]2[CH:7]=[CH:8][C:2]([F:1])=[CH:3][CH:4]=2)[CH2:18]1)([C:28]1[CH:29]=[CH:30][CH:31]=[CH:32][CH:33]=1)[C:22]1[CH:23]=[CH:24][CH:25]=[CH:26][CH:27]=1, predict the reactants needed to synthesize it. The reactants are: [F:1][C:2]1[CH:8]=[CH:7][C:5]([NH2:6])=[CH:4][CH:3]=1.C(#N)C.CS(O[CH:17]1[CH2:20][N:19]([CH:21]([C:28]2[CH:33]=[CH:32][CH:31]=[CH:30][CH:29]=2)[C:22]2[CH:27]=[CH:26][CH:25]=[CH:24][CH:23]=2)[CH2:18]1)(=O)=O. (3) The reactants are: [CH3:1][O:2][C:3](=[O:6])[CH2:4][NH2:5].CCN(C(C)C)C(C)C.Br[CH2:17][CH2:18][CH2:19][C:20]1[CH:25]=[CH:24][CH:23]=[CH:22][CH:21]=1.S([O-])([O-])(=O)=O.[Mg+2]. Given the product [C:20]1([CH2:19][CH2:18][CH2:17][NH:5][CH2:4][C:3]([O:2][CH3:1])=[O:6])[CH:25]=[CH:24][CH:23]=[CH:22][CH:21]=1, predict the reactants needed to synthesize it. (4) The reactants are: [S:1](Cl)([CH3:4])(=[O:3])=[O:2].N1C=CC=CC=1.[CH3:12][O:13][C:14]1[N:19]=[CH:18][C:17]([C:20]2[S:21][C:22]3[CH:28]=[C:27]([NH2:29])[CH:26]=[CH:25][C:23]=3[N:24]=2)=[CH:16][CH:15]=1. Given the product [CH3:12][O:13][C:14]1[N:19]=[CH:18][C:17]([C:20]2[S:21][C:22]3[CH:28]=[C:27]([NH:29][S:1]([CH3:4])(=[O:3])=[O:2])[CH:26]=[CH:25][C:23]=3[N:24]=2)=[CH:16][CH:15]=1, predict the reactants needed to synthesize it. (5) The reactants are: C(O[BH-](OC(=O)C)OC(=O)C)(=O)C.[Na+].[C:15]([O:19][C:20]([N:22]1[CH2:26][CH2:25][C@H:24]([NH2:27])[CH2:23]1)=[O:21])([CH3:18])([CH3:17])[CH3:16].[Cl:28][C:29]1[CH:36]=[C:35]([Cl:37])[CH:34]=[CH:33][C:30]=1[CH:31]=O. Given the product [C:15]([O:19][C:20]([N:22]1[CH2:26][CH2:25][C@H:24]([NH:27][CH2:31][C:30]2[CH:33]=[CH:34][C:35]([Cl:37])=[CH:36][C:29]=2[Cl:28])[CH2:23]1)=[O:21])([CH3:18])([CH3:16])[CH3:17], predict the reactants needed to synthesize it. (6) Given the product [C:16]([NH:24][C:25]([NH:8][C:5]1[C:4]([S:9][C:10]2[CH:15]=[CH:14][CH:13]=[CH:12][CH:11]=2)=[CH:3][C:2]([Br:1])=[CH:7][N:6]=1)=[S:26])(=[O:23])[C:17]1[CH:22]=[CH:21][CH:20]=[CH:19][CH:18]=1, predict the reactants needed to synthesize it. The reactants are: [Br:1][C:2]1[CH:3]=[C:4]([S:9][C:10]2[CH:15]=[CH:14][CH:13]=[CH:12][CH:11]=2)[C:5]([NH2:8])=[N:6][CH:7]=1.[C:16]([N:24]=[C:25]=[S:26])(=[O:23])[C:17]1[CH:22]=[CH:21][CH:20]=[CH:19][CH:18]=1.